Dataset: NCI-60 drug combinations with 297,098 pairs across 59 cell lines. Task: Regression. Given two drug SMILES strings and cell line genomic features, predict the synergy score measuring deviation from expected non-interaction effect. (1) Drug 1: CCC1=CC2CC(C3=C(CN(C2)C1)C4=CC=CC=C4N3)(C5=C(C=C6C(=C5)C78CCN9C7C(C=CC9)(C(C(C8N6C)(C(=O)OC)O)OC(=O)C)CC)OC)C(=O)OC.C(C(C(=O)O)O)(C(=O)O)O. Drug 2: COC1=C2C(=CC3=C1OC=C3)C=CC(=O)O2. Cell line: SW-620. Synergy scores: CSS=54.5, Synergy_ZIP=-0.721, Synergy_Bliss=0.669, Synergy_Loewe=-36.5, Synergy_HSA=1.03. (2) Drug 1: CNC(=O)C1=CC=CC=C1SC2=CC3=C(C=C2)C(=NN3)C=CC4=CC=CC=N4. Drug 2: C1=CN(C(=O)N=C1N)C2C(C(C(O2)CO)O)O.Cl. Cell line: MALME-3M. Synergy scores: CSS=41.4, Synergy_ZIP=2.47, Synergy_Bliss=3.55, Synergy_Loewe=-17.2, Synergy_HSA=3.27. (3) Drug 1: C(=O)(N)NO. Drug 2: CCCCCOC(=O)NC1=NC(=O)N(C=C1F)C2C(C(C(O2)C)O)O. Cell line: KM12. Synergy scores: CSS=-1.46, Synergy_ZIP=1.31, Synergy_Bliss=1.48, Synergy_Loewe=-4.05, Synergy_HSA=-2.42. (4) Drug 1: C1C(C(OC1N2C=C(C(=O)NC2=O)F)CO)O. Drug 2: CNC(=O)C1=NC=CC(=C1)OC2=CC=C(C=C2)NC(=O)NC3=CC(=C(C=C3)Cl)C(F)(F)F. Cell line: HCT-15. Synergy scores: CSS=20.8, Synergy_ZIP=-1.20, Synergy_Bliss=5.56, Synergy_Loewe=-11.7, Synergy_HSA=-0.269. (5) Drug 1: C1=CC(=CC=C1CCC2=CNC3=C2C(=O)NC(=N3)N)C(=O)NC(CCC(=O)O)C(=O)O. Drug 2: CC(CN1CC(=O)NC(=O)C1)N2CC(=O)NC(=O)C2. Cell line: SF-268. Synergy scores: CSS=31.2, Synergy_ZIP=5.55, Synergy_Bliss=9.76, Synergy_Loewe=3.41, Synergy_HSA=12.4.